The task is: Regression. Given two drug SMILES strings and cell line genomic features, predict the synergy score measuring deviation from expected non-interaction effect.. This data is from NCI-60 drug combinations with 297,098 pairs across 59 cell lines. (1) Drug 1: C1=NC2=C(N=C(N=C2N1C3C(C(C(O3)CO)O)F)Cl)N. Drug 2: C1CC(=O)NC(=O)C1N2C(=O)C3=CC=CC=C3C2=O. Cell line: 786-0. Synergy scores: CSS=-2.36, Synergy_ZIP=-1.92, Synergy_Bliss=-1.85, Synergy_Loewe=-10.9, Synergy_HSA=-3.06. (2) Drug 1: CC(CN1CC(=O)NC(=O)C1)N2CC(=O)NC(=O)C2. Drug 2: CCCCC(=O)OCC(=O)C1(CC(C2=C(C1)C(=C3C(=C2O)C(=O)C4=C(C3=O)C=CC=C4OC)O)OC5CC(C(C(O5)C)O)NC(=O)C(F)(F)F)O. Cell line: NCI-H522. Synergy scores: CSS=14.3, Synergy_ZIP=-4.59, Synergy_Bliss=-0.0775, Synergy_Loewe=0.363, Synergy_HSA=0.190. (3) Drug 1: C#CCC(CC1=CN=C2C(=N1)C(=NC(=N2)N)N)C3=CC=C(C=C3)C(=O)NC(CCC(=O)O)C(=O)O. Drug 2: CCN(CC)CCCC(C)NC1=C2C=C(C=CC2=NC3=C1C=CC(=C3)Cl)OC. Cell line: TK-10. Synergy scores: CSS=13.1, Synergy_ZIP=-4.99, Synergy_Bliss=-0.181, Synergy_Loewe=1.49, Synergy_HSA=0.354. (4) Drug 1: CC1=C(C=C(C=C1)NC2=NC=CC(=N2)N(C)C3=CC4=NN(C(=C4C=C3)C)C)S(=O)(=O)N.Cl. Drug 2: C(=O)(N)NO. Cell line: SK-MEL-28. Synergy scores: CSS=-1.52, Synergy_ZIP=0.978, Synergy_Bliss=1.82, Synergy_Loewe=-1.91, Synergy_HSA=-1.28. (5) Drug 2: CCC(=C(C1=CC=CC=C1)C2=CC=C(C=C2)OCCN(C)C)C3=CC=CC=C3.C(C(=O)O)C(CC(=O)O)(C(=O)O)O. Cell line: UACC-257. Synergy scores: CSS=6.74, Synergy_ZIP=1.31, Synergy_Bliss=6.35, Synergy_Loewe=-2.26, Synergy_HSA=3.12. Drug 1: C1=CC(=C2C(=C1NCCNCCO)C(=O)C3=C(C=CC(=C3C2=O)O)O)NCCNCCO.